This data is from Catalyst prediction with 721,799 reactions and 888 catalyst types from USPTO. The task is: Predict which catalyst facilitates the given reaction. (1) Reactant: [Cl:1][C:2]1[CH:3]=[C:4]([C:12]2[O:16][N:15]=[C:14]([C:17]3[CH:18]=[CH:19][C:20]([CH2:26][CH2:27][C:28]([O:30]CC)=[O:29])=[C:21]4[C:25]=3[NH:24][CH:23]=[CH:22]4)[N:13]=2)[CH:5]=[N:6][C:7]=1[O:8][CH:9]([CH3:11])[CH3:10].[OH-].[Na+]. Product: [Cl:1][C:2]1[CH:3]=[C:4]([C:12]2[O:16][N:15]=[C:14]([C:17]3[CH:18]=[CH:19][C:20]([CH2:26][CH2:27][C:28]([OH:30])=[O:29])=[C:21]4[C:25]=3[NH:24][CH:23]=[CH:22]4)[N:13]=2)[CH:5]=[N:6][C:7]=1[O:8][CH:9]([CH3:11])[CH3:10]. The catalyst class is: 40. (2) Reactant: [CH2:1]([NH2:5])[CH2:2][CH2:3][CH3:4].[Li][CH2:7][CH2:8][CH2:9][CH3:10].[Cl:11][C:12]1[C:13]([C:18]([O:20]CC)=O)=[N:14][NH:15][C:16]=1[CH3:17]. Product: [CH2:1]([N:5]([CH2:7][CH2:8][CH2:9][CH3:10])[C:18]([C:13]1[C:12]([Cl:11])=[C:16]([CH3:17])[NH:15][N:14]=1)=[O:20])[CH2:2][CH2:3][CH3:4]. The catalyst class is: 1.